From a dataset of Retrosynthesis with 50K atom-mapped reactions and 10 reaction types from USPTO. Predict the reactants needed to synthesize the given product. Given the product COC(=O)[C@H](C(C)C)N1Cc2cc(-c3ccc(NS(=O)(=O)C4CCCCC4)cc3)ccc2C1=O, predict the reactants needed to synthesize it. The reactants are: COC(=O)[C@H](C(C)C)N1Cc2cc(-c3ccc(N)cc3)ccc2C1=O.O=S(=O)(Cl)C1CCCCC1.